This data is from Full USPTO retrosynthesis dataset with 1.9M reactions from patents (1976-2016). The task is: Predict the reactants needed to synthesize the given product. (1) The reactants are: [NH2:1][CH2:2][CH2:3][OH:4].[CH3:5][O:6][C:7]1[CH:14]=[CH:13][C:10]([CH:11]=O)=[CH:9][CH:8]=1.CO.C(O[BH-](OC(=O)C)OC(=O)C)(=O)C.[Na+]. Given the product [CH3:5][O:6][C:7]1[CH:14]=[CH:13][C:10]([CH2:11][NH:1][CH2:2][CH2:3][OH:4])=[CH:9][CH:8]=1, predict the reactants needed to synthesize it. (2) The reactants are: C1([O:7][C:8](=O)[NH:9][C:10]2[CH:15]=[CH:14][C:13]([O:16][C:17]3[C:26]4[C:21](=[CH:22][C:23]([O:29][CH3:30])=[C:24]([O:27][CH3:28])[CH:25]=4)[N:20]=[CH:19][CH:18]=3)=[CH:12][C:11]=2[F:31])C=CC=CC=1.[CH:33]1([NH2:36])[CH2:35][CH2:34]1.C(OCC)(=O)C.O. Given the product [CH:33]1([NH:36][C:8]([NH:9][C:10]2[CH:15]=[CH:14][C:13]([O:16][C:17]3[C:26]4[C:21](=[CH:22][C:23]([O:29][CH3:30])=[C:24]([O:27][CH3:28])[CH:25]=4)[N:20]=[CH:19][CH:18]=3)=[CH:12][C:11]=2[F:31])=[O:7])[CH2:35][CH2:34]1, predict the reactants needed to synthesize it.